Dataset: Forward reaction prediction with 1.9M reactions from USPTO patents (1976-2016). Task: Predict the product of the given reaction. (1) Given the reactants [NH2:1][C:2]1[C:29]([F:30])=[CH:28][C:5]([C:6]([N:8]2[CH2:13][CH2:12][N:11]([CH2:14][C:15]3[CH:16]=[C:17]([CH:25]=[CH:26][CH:27]=3)[C:18]([NH:20][C:21]([CH3:24])([CH3:23])[CH3:22])=[O:19])[CH2:10][CH2:9]2)=[O:7])=[C:4]([F:31])[CH:3]=1.Cl[C:33](OC1C=CC([N+]([O-])=O)=CC=1)=[O:34].[CH:45]1([NH2:49])[CH2:48][CH2:47][CH2:46]1, predict the reaction product. The product is: [C:21]([NH:20][C:18](=[O:19])[C:17]1[CH:25]=[CH:26][CH:27]=[C:15]([CH2:14][N:11]2[CH2:10][CH2:9][N:8]([C:6](=[O:7])[C:5]3[CH:28]=[C:29]([F:30])[C:2]([NH:1][C:33]([NH:49][CH:45]4[CH2:48][CH2:47][CH2:46]4)=[O:34])=[CH:3][C:4]=3[F:31])[CH2:13][CH2:12]2)[CH:16]=1)([CH3:24])([CH3:23])[CH3:22]. (2) Given the reactants C([O:5][CH2:6][CH2:7][O:8][NH:9][C:10]([C:12]1[CH:13]=[N:14][N:15]2[CH:20]=[CH:19][C:18]([N:21]3[CH2:25][CH2:24][CH2:23][C@@H:22]3[C:26]3[C:27]([Cl:33])=[N:28][CH:29]=[C:30]([F:32])[CH:31]=3)=[N:17][C:16]=12)=[O:11])(C)(C)C.Cl, predict the reaction product. The product is: [Cl:33][C:27]1[C:26]([C@H:22]2[CH2:23][CH2:24][CH2:25][N:21]2[C:18]2[CH:19]=[CH:20][N:15]3[N:14]=[CH:13][C:12]([C:10]([NH:9][O:8][CH2:7][CH2:6][OH:5])=[O:11])=[C:16]3[N:17]=2)=[CH:31][C:30]([F:32])=[CH:29][N:28]=1. (3) Given the reactants [CH:1]([NH:4][CH2:5][C:6]([CH3:9])([CH3:8])O)([CH3:3])[CH3:2].O=S(Cl)Cl.[Cl:14][C:15]1[C:20]([Cl:21])=[CH:19][CH:18]=[CH:17][C:16]=1[N:22]=[C:23]=[S:24], predict the reaction product. The product is: [Cl:14][C:15]1[C:20]([Cl:21])=[CH:19][CH:18]=[CH:17][C:16]=1[N:22]=[C:23]1[N:4]([CH:1]([CH3:3])[CH3:2])[CH2:5][C:6]([CH3:9])([CH3:8])[S:24]1.